This data is from Catalyst prediction with 721,799 reactions and 888 catalyst types from USPTO. The task is: Predict which catalyst facilitates the given reaction. Reactant: [C:1]1([C:21]2[CH:26]=[CH:25][CH:24]=[CH:23][CH:22]=2)[CH:6]=[CH:5][C:4]([CH2:7][C:8]([NH:10][C@@H:11]([C:13]2[CH:18]=[CH:17][C:16]([O:19]C)=[CH:15][N:14]=2)[CH3:12])=[O:9])=[CH:3][CH:2]=1.[C-]#N.[Na+]. Product: [C:1]1([C:21]2[CH:26]=[CH:25][CH:24]=[CH:23][CH:22]=2)[CH:2]=[CH:3][C:4]([CH2:7][C:8]([NH:10][C@@H:11]([C:13]2[CH:18]=[CH:17][C:16]([OH:19])=[CH:15][N:14]=2)[CH3:12])=[O:9])=[CH:5][CH:6]=1. The catalyst class is: 16.